Dataset: Full USPTO retrosynthesis dataset with 1.9M reactions from patents (1976-2016). Task: Predict the reactants needed to synthesize the given product. (1) Given the product [Cl:26][C:27]1[CH:28]=[C:29]2[C:34](=[C:35]([Cl:37])[CH:36]=1)[CH2:33][N:32]([CH:38]1[CH2:40][CH2:39]1)[CH2:31][C@H:30]2[C:41]1[CH:46]=[CH:45][CH:44]=[CH:43][C:42]=1[N:47]1[C:12](=[O:14])[CH2:11][C@H:3]([OH:4])[C:2]1=[O:6], predict the reactants needed to synthesize it. The reactants are: O=[C:2]1[O:6][C@H](C(Cl)(Cl)Cl)[O:4][CH:3]1[CH2:11][C:12]([OH:14])=O.S(Cl)(Cl)=O.FC(F)(F)C(O)=O.[Cl:26][C:27]1[CH:28]=[C:29]2[C:34](=[C:35]([Cl:37])[CH:36]=1)[CH2:33][N:32]([CH:38]1[CH2:40][CH2:39]1)[CH2:31][C@H:30]2[C:41]1[CH:46]=[CH:45][CH:44]=[CH:43][C:42]=1[NH2:47]. (2) Given the product [NH2:31][C:13]1[N:12]([CH3:16])[C:11](=[O:17])[C:10]([CH2:9][CH2:8][C:4]2[CH:5]=[CH:6][CH:7]=[C:2]([Br:1])[CH:3]=2)([C:18]2[CH:23]=[CH:22][CH:21]=[CH:20][CH:19]=2)[N:14]=1, predict the reactants needed to synthesize it. The reactants are: [Br:1][C:2]1[CH:3]=[C:4]([CH2:8][CH2:9][C:10]2([C:18]3[CH:23]=[CH:22][CH:21]=[CH:20][CH:19]=3)[NH:14][C:13](=S)[N:12]([CH3:16])[C:11]2=[O:17])[CH:5]=[CH:6][CH:7]=1.C(OO)(C)(C)C.[OH-].[NH4+:31]. (3) Given the product [Cl:3][C:4]1[C:5]2[C:12]([I:13])=[CH:11][N:10]([CH2:21][C:20]3[CH:23]=[CH:24][C:17]([N+:14]([O-:16])=[O:15])=[CH:18][CH:19]=3)[C:6]=2[N:7]=[CH:8][N:9]=1, predict the reactants needed to synthesize it. The reactants are: [H-].[Na+].[Cl:3][C:4]1[C:5]2[C:12]([I:13])=[CH:11][NH:10][C:6]=2[N:7]=[CH:8][N:9]=1.[N+:14]([C:17]1[CH:24]=[CH:23][C:20]([CH2:21]Br)=[CH:19][CH:18]=1)([O-:16])=[O:15]. (4) Given the product [NH2:1][C:2]1[CH:3]=[C:4]([C@@H:9]2[CH2:13][NH:12][C:11](=[O:14])[CH2:10]2)[C:5]([Br:15])=[CH:6][C:7]=1[Cl:8], predict the reactants needed to synthesize it. The reactants are: [NH2:1][C:2]1[CH:3]=[C:4]([C@@H:9]2[CH2:13][NH:12][C:11](=[O:14])[CH2:10]2)[CH:5]=[CH:6][C:7]=1[Cl:8].[Br:15]N1C(=O)CCC1=O.